Dataset: Forward reaction prediction with 1.9M reactions from USPTO patents (1976-2016). Task: Predict the product of the given reaction. Given the reactants [Cl:1][C:2]1[CH:3]=[C:4]([NH:19][C:20]2[C:30]3[CH:29]=[C:28]([C:31]([OH:33])=O)[CH2:27][CH2:26][NH:25][C:24]=3[N:23]=[CH:22][N:21]=2)[CH:5]=[CH:6][C:7]=1[O:8][C:9]1[CH:14]=[CH:13][CH:12]=[C:11]([C:15]([F:18])([F:17])[F:16])[CH:10]=1.[NH2:34][CH2:35][CH:36]([OH:39])[CH2:37][OH:38].Cl.C(N=C=NCCCN(C)C)C.O.ON1C2C=CC=CC=2N=N1, predict the reaction product. The product is: [Cl:1][C:2]1[CH:3]=[C:4]([NH:19][C:20]2[C:30]3[CH:29]=[C:28]([C:31]([NH:34][CH2:35][CH:36]([OH:39])[CH2:37][OH:38])=[O:33])[CH2:27][CH2:26][NH:25][C:24]=3[N:23]=[CH:22][N:21]=2)[CH:5]=[CH:6][C:7]=1[O:8][C:9]1[CH:14]=[CH:13][CH:12]=[C:11]([C:15]([F:16])([F:18])[F:17])[CH:10]=1.